This data is from Peptide-MHC class I binding affinity with 185,985 pairs from IEDB/IMGT. The task is: Regression. Given a peptide amino acid sequence and an MHC pseudo amino acid sequence, predict their binding affinity value. This is MHC class I binding data. (1) The peptide sequence is NTIEELSGY. The MHC is HLA-A30:01 with pseudo-sequence HLA-A30:01. The binding affinity (normalized) is 0.0847. (2) The peptide sequence is SVGHMMVIF. The MHC is HLA-B15:01 with pseudo-sequence HLA-B15:01. The binding affinity (normalized) is 0.144. (3) The peptide sequence is MPRQTGGFF. The MHC is HLA-B54:01 with pseudo-sequence HLA-B54:01. The binding affinity (normalized) is 0.219. (4) The peptide sequence is KTIQGGLGW. The MHC is HLA-A11:01 with pseudo-sequence HLA-A11:01. The binding affinity (normalized) is 0.0847. (5) The peptide sequence is WLQKIPLQW. The MHC is HLA-A03:01 with pseudo-sequence HLA-A03:01. The binding affinity (normalized) is 0.0847. (6) The peptide sequence is RVNKGTGVK. The MHC is HLA-A24:03 with pseudo-sequence HLA-A24:03. The binding affinity (normalized) is 0.438. (7) The peptide sequence is LVFNSISARA. The binding affinity (normalized) is 0.394. The MHC is HLA-A02:06 with pseudo-sequence HLA-A02:06.